Dataset: Reaction yield outcomes from USPTO patents with 853,638 reactions. Task: Predict the reaction yield, written as a fraction of the theoretical maximum amount of product (1.0 means a 100% yield; for example, 0.34 means a 34% yield). (1) The reactants are [CH3:1][C:2]1[C:6]([CH2:7][N:8]2[CH:12]=[C:11]([N:13]3[C:17](=[O:18])[CH:16]([CH2:19][C:20]([OH:22])=O)[NH:15][C:14]3=[O:23])[CH:10]=[N:9]2)=[C:5]([CH3:24])[O:4][N:3]=1.[NH2:25][C:26]1[CH:31]=[CH:30][CH:29]=[CH:28][CH:27]=1. The catalyst is CN(C=O)C.C(OCC)(=O)C. The product is [CH3:1][C:2]1[C:6]([CH2:7][N:8]2[CH:12]=[C:11]([N:13]3[C:17](=[O:18])[CH:16]([CH2:19][C:20]([NH:25][C:26]4[CH:31]=[CH:30][CH:29]=[CH:28][CH:27]=4)=[O:22])[NH:15][C:14]3=[O:23])[CH:10]=[N:9]2)=[C:5]([CH3:24])[O:4][N:3]=1. The yield is 0.500. (2) The yield is 0.390. The product is [CH2:13]1[C@H:22]2[C@H:17]([CH2:18][CH2:19][C:20]3[CH:26]=[CH:25][CH:24]=[CH:23][C:21]=32)[N:16]([C:10]([C:6]2[CH:5]=[C:4]3[C:9](=[CH:8][CH:7]=2)[NH:1][N:2]=[CH:3]3)=[O:12])[CH2:15][CH2:14]1. The reactants are [NH:1]1[C:9]2[C:4](=[CH:5][C:6]([C:10]([OH:12])=O)=[CH:7][CH:8]=2)[CH:3]=[N:2]1.[CH2:13]1[C@H:22]2[C@H:17]([CH2:18][CH2:19][C:20]3[CH:26]=[CH:25][CH:24]=[CH:23][C:21]=32)[NH:16][CH2:15][CH2:14]1.F[P-](F)(F)(F)(F)F.N1(OC(N(C)C)=[N+](C)C)C2N=CC=CC=2N=N1. No catalyst specified. (3) The reactants are [CH:1](=O)[CH:2]=[C:3]([CH3:5])[CH3:4].[C:7]1([S:13]([C:16]#[N:17])(=[O:15])=[O:14])[CH:12]=[CH:11][CH:10]=[CH:9][CH:8]=1.C1(C)C=CC=CC=1.B(O)(O)O. The catalyst is C(O)CCC. The product is [C:7]1([S:13]([C:16]2[CH:4]=[C:3]([CH3:5])[CH:2]=[CH:1][N:17]=2)(=[O:14])=[O:15])[CH:8]=[CH:9][CH:10]=[CH:11][CH:12]=1. The yield is 0.720. (4) The catalyst is C(O)(=O)C. The reactants are Cl.[NH2:2][C:3]1([CH3:11])[CH2:9][CH2:8][C:7](=[O:10])[NH:6][C:4]1=[O:5].[N+:12]([C:15]1[CH:25]=[CH:24][CH:23]=[C:17]2[C:18]([O:20][C:21](=O)[C:16]=12)=[O:19])([O-:14])=[O:13].C([O-])(=O)C.[Na+]. The product is [N+:12]([C:15]1[CH:25]=[CH:24][CH:23]=[C:17]2[C:18]([N:2]([C:3]3([CH3:11])[CH2:9][CH2:8][C:7](=[O:10])[NH:6][C:4]3=[O:5])[C:21](=[O:20])[C:16]=12)=[O:19])([O-:14])=[O:13]. The yield is 0.680.